This data is from Catalyst prediction with 721,799 reactions and 888 catalyst types from USPTO. The task is: Predict which catalyst facilitates the given reaction. Reactant: [C:1](Cl)(=O)[C:2]([Cl:4])=[O:3].[N:7]1([C:13]2[CH:14]=C([CH:19]=[C:20]([N+:22]([O-:24])=[O:23])[CH:21]=2)C(O)=O)[CH2:12][CH2:11][O:10][CH2:9][CH2:8]1. Product: [N:7]1([C:13]2[CH:14]=[C:1]([CH:19]=[C:20]([N+:22]([O-:24])=[O:23])[CH:21]=2)[C:2]([Cl:4])=[O:3])[CH2:8][CH2:9][O:10][CH2:11][CH2:12]1. The catalyst class is: 85.